This data is from Catalyst prediction with 721,799 reactions and 888 catalyst types from USPTO. The task is: Predict which catalyst facilitates the given reaction. Reactant: [Cl:1][C:2]1[CH:22]=[CH:21][C:5]([CH2:6][C:7]2[O:11][C:10]([C:12]3[CH:17]=[CH:16][N:15]=[CH:14][CH:13]=3)=[N:9][C:8]=2[C:18]([NH2:20])=O)=[CH:4][CH:3]=1.COC(OC)[N:26]([CH3:28])C.C(O)(=O)C.[NH2:35]N. Product: [Cl:1][C:2]1[CH:22]=[CH:21][C:5]([CH2:6][C:7]2[O:11][C:10]([C:12]3[CH:17]=[CH:16][N:15]=[CH:14][CH:13]=3)=[N:9][C:8]=2[C:18]2[NH:26][CH:28]=[N:35][N:20]=2)=[CH:4][CH:3]=1. The catalyst class is: 11.